This data is from Reaction yield outcomes from USPTO patents with 853,638 reactions. The task is: Predict the reaction yield, written as a fraction of the theoretical maximum amount of product (1.0 means a 100% yield; for example, 0.34 means a 34% yield). The reactants are [CH2:1]([C:5]1[N:6]=[CH:7][NH:8][C:9](=[O:26])[C:10]=1[CH2:11][C:12]1[CH:17]=[CH:16][C:15]([C:18]2[C:19]([C:24]#[N:25])=[CH:20][CH:21]=[CH:22][CH:23]=2)=[CH:14][CH:13]=1)[CH2:2][CH2:3][CH3:4].[H-].[Na+].CN(C)C=O.Br[CH2:35][C:36]1[CH:41]=[CH:40][C:39]([F:42])=[CH:38][CH:37]=1. The catalyst is C(OCC)(=O)C. The product is [CH2:1]([C:5]1[N:6]=[CH:7][N:8]([CH2:35][C:36]2[CH:41]=[CH:40][C:39]([F:42])=[CH:38][CH:37]=2)[C:9](=[O:26])[C:10]=1[CH2:11][C:12]1[CH:17]=[CH:16][C:15]([C:18]2[C:19]([C:24]#[N:25])=[CH:20][CH:21]=[CH:22][CH:23]=2)=[CH:14][CH:13]=1)[CH2:2][CH2:3][CH3:4]. The yield is 0.820.